Dataset: Forward reaction prediction with 1.9M reactions from USPTO patents (1976-2016). Task: Predict the product of the given reaction. (1) The product is: [N+:22]([C:19]1[CH:20]=[CH:21][C:16]([N:1]2[CH2:2][CH2:3][CH:4]([NH:7][C:8](=[O:14])[O:9][C:10]([CH3:11])([CH3:13])[CH3:12])[CH2:5][CH2:6]2)=[CH:17][CH:18]=1)([O-:24])=[O:23]. Given the reactants [NH:1]1[CH2:6][CH2:5][CH:4]([NH:7][C:8](=[O:14])[O:9][C:10]([CH3:13])([CH3:12])[CH3:11])[CH2:3][CH2:2]1.F[C:16]1[CH:21]=[CH:20][C:19]([N+:22]([O-:24])=[O:23])=[CH:18][CH:17]=1.C([O-])([O-])=O.[K+].[K+], predict the reaction product. (2) Given the reactants CO[CH:3](OC)[CH2:4][NH:5]/[CH:6]=[CH:7]\[C:8](=[C:22]([C:25]#[N:26])[C:23]#[N:24])[C:9]1[CH:18]=[CH:17][C:16]2[C:11](=[CH:12][CH:13]=[C:14]([N:19]([CH3:21])[CH3:20])[CH:15]=2)[CH:10]=1.Cl, predict the reaction product. The product is: [CH3:20][N:19]([CH3:21])[C:14]1[CH:15]=[C:16]2[C:11](=[CH:12][CH:13]=1)[CH:10]=[C:9]([C:8]1[CH:7]=[CH:6][N:5]3[CH:4]=[CH:3][N:24]=[C:23]3[C:22]=1[C:25]#[N:26])[CH:18]=[CH:17]2. (3) Given the reactants [CH3:1][O:2][C:3]1[CH:4]=[C:5]([NH:11][C:12]([C:14]2[CH:15]=[C:16]3[C:20](=[CH:21][CH:22]=2)[NH:19][C:18]([CH2:23][CH2:24][CH2:25][NH:26]C(=O)OC(C)(C)C)=[CH:17]3)=[O:13])[CH:6]=[CH:7][C:8]=1[O:9][CH3:10].ClCCl.Cl, predict the reaction product. The product is: [CH3:1][O:2][C:3]1[CH:4]=[C:5]([NH:11][C:12]([C:14]2[CH:15]=[C:16]3[C:20](=[CH:21][CH:22]=2)[NH:19][C:18]([CH2:23][CH2:24][CH2:25][NH2:26])=[CH:17]3)=[O:13])[CH:6]=[CH:7][C:8]=1[O:9][CH3:10]. (4) Given the reactants [CH:1]1([N:7]2[C:11]3[CH:12]=[CH:13][C:14]([C:16]([O:18][CH2:19][CH3:20])=[O:17])=[CH:15][C:10]=3[N:9]=[C:8]2[C:21]2[CH:22]=[C:23]3[C:28](=[CH:29][CH:30]=2)[N:27]=[C:26]([C:31](O)=[O:32])[CH:25]=[CH:24]3)[CH2:6][CH2:5][CH2:4][CH2:3][CH2:2]1.C[CH2:35][N:36](C(C)C)C(C)C.[Cl:43][C:44]1[CH:51]=[CH:50][C:47](NC)=[CH:46][CH:45]=1, predict the reaction product. The product is: [CH2:19]([O:18][C:16]([C:14]1[CH:13]=[CH:12][C:11]2[N:7]([CH:1]3[CH2:2][CH2:3][CH2:4][CH2:5][CH2:6]3)[C:8]([C:21]3[CH:22]=[C:23]4[C:28](=[CH:29][CH:30]=3)[N:27]=[C:26]([C:31](=[O:32])[NH:36][CH2:35][C:47]3[CH:46]=[CH:45][C:44]([Cl:43])=[CH:51][CH:50]=3)[CH:25]=[CH:24]4)=[N:9][C:10]=2[CH:15]=1)=[O:17])[CH3:20]. (5) Given the reactants [C:1]([O:5][C:6]([N:8]([CH3:19])[C:9]1[S:10][CH:11]=[C:12]([CH2:14][C:15]([O:17]C)=[O:16])[N:13]=1)=[O:7])([CH3:4])([CH3:3])[CH3:2].O[Li].O.O, predict the reaction product. The product is: [C:1]([O:5][C:6]([N:8]([CH3:19])[C:9]1[S:10][CH:11]=[C:12]([CH2:14][C:15]([OH:17])=[O:16])[N:13]=1)=[O:7])([CH3:4])([CH3:3])[CH3:2]. (6) Given the reactants [C:1]12([CH2:11][O:12][C:13]3[C:22](Cl)=[CH:21][C:16]([C:17]([O:19][CH3:20])=[O:18])=[CH:15][N:14]=3)[CH2:10][CH:5]3[CH2:6][CH:7]([CH2:9][CH:3]([CH2:4]3)[CH2:2]1)[CH2:8]2.[CH:24]1(B(O)O)[CH2:26][CH2:25]1.P([O-])([O-])([O-])=O.[K+].[K+].[K+].F[B-](F)(F)F.C1(P(C2CCCCC2)C2CCCCC2)CCCCC1, predict the reaction product. The product is: [C:1]12([CH2:11][O:12][C:13]3[C:22]([CH:24]4[CH2:26][CH2:25]4)=[CH:21][C:16]([C:17]([O:19][CH3:20])=[O:18])=[CH:15][N:14]=3)[CH2:10][CH:5]3[CH2:6][CH:7]([CH2:9][CH:3]([CH2:4]3)[CH2:2]1)[CH2:8]2. (7) Given the reactants [Cl:1][C:2]1[CH:10]=[C:9]2[C:5]([CH2:6][C:7](=[O:11])[NH:8]2)=[CH:4][CH:3]=1.[C:12](N1CCCC(=O)C1)([O:14][C:15]([CH3:18])([CH3:17])[CH3:16])=[O:13].[NH:26]1[CH2:30][CH2:29][CH2:28][CH2:27]1.[CH3:31]C(O)C, predict the reaction product. The product is: [C:15]([O:14][C:12]([CH:30]1[CH2:29][CH2:28][C:27]([CH:6]2[C:5]3[C:9](=[CH:10][C:2]([Cl:1])=[CH:3][CH:4]=3)[NH:8][C:7]2=[O:11])=[CH:31][NH:26]1)=[O:13])([CH3:18])([CH3:17])[CH3:16].